This data is from Reaction yield outcomes from USPTO patents with 853,638 reactions. The task is: Predict the reaction yield, written as a fraction of the theoretical maximum amount of product (1.0 means a 100% yield; for example, 0.34 means a 34% yield). (1) The reactants are CC(C)([O-])C.[Na+].Cl.[NH2:8][CH2:9][CH2:10][SH:11].Cl[C:13]1[N:14]=[N:15][C:16]([C:19]2[CH:24]=[CH:23][CH:22]=[CH:21][CH:20]=2)=[CH:17][CH:18]=1.C(OCC)(=O)C. The catalyst is O1CCCC1. The product is [C:19]1([C:16]2[N:15]=[N:14][C:13]([S:11][CH2:10][CH2:9][NH2:8])=[CH:18][CH:17]=2)[CH:20]=[CH:21][CH:22]=[CH:23][CH:24]=1. The yield is 0.980. (2) The reactants are [C:1]([C:5]1[CH:18]=[CH:17][C:16]2[C:15]([C:20]3[CH:25]=[CH:24][C:23]([CH:26]=[C:27]([C:34]4[CH:39]=[CH:38][CH:37]=[CH:36][CH:35]=4)[C:28]4[CH:33]=[CH:32][CH:31]=[CH:30][CH:29]=4)=[CH:22][CH:21]=3)(O)[C:14]3[C:9](=[CH:10][CH:11]=[CH:12][CH:13]=3)[C:8]([C:41]3[CH:46]=[CH:45][C:44]([CH:47]=[C:48]([C:55]4[CH:60]=[CH:59][CH:58]=[CH:57][CH:56]=4)[C:49]4[CH:54]=[CH:53][CH:52]=[CH:51][CH:50]=4)=[CH:43][CH:42]=3)(O)[C:7]=2[CH:6]=1)([CH3:4])([CH3:3])[CH3:2].[I-].[K+].O.[PH2](=O)[O-].[Na+]. The catalyst is C(O)(=O)C. The product is [C:1]([C:5]1[CH:18]=[CH:17][C:16]2[C:7]([CH:6]=1)=[C:8]([C:41]1[CH:46]=[CH:45][C:44]([CH:47]=[C:48]([C:49]3[CH:54]=[CH:53][CH:52]=[CH:51][CH:50]=3)[C:55]3[CH:60]=[CH:59][CH:58]=[CH:57][CH:56]=3)=[CH:43][CH:42]=1)[C:9]1[C:14](=[CH:13][CH:12]=[CH:11][CH:10]=1)[C:15]=2[C:20]1[CH:21]=[CH:22][C:23]([CH:26]=[C:27]([C:34]2[CH:39]=[CH:38][CH:37]=[CH:36][CH:35]=2)[C:28]2[CH:29]=[CH:30][CH:31]=[CH:32][CH:33]=2)=[CH:24][CH:25]=1)([CH3:4])([CH3:2])[CH3:3]. The yield is 0.880.